This data is from Forward reaction prediction with 1.9M reactions from USPTO patents (1976-2016). The task is: Predict the product of the given reaction. (1) Given the reactants [F:1][C:2]1[CH:10]=[CH:9][CH:8]=[C:7]2[C:3]=1[C:4]([NH2:29])=[N:5][C:6]2([C:23]1[CH:28]=[CH:27][N:26]=[CH:25][CH:24]=1)[C:11]1[CH:16]=[CH:15][CH:14]=[C:13]([C:17]2[CH:18]=[N:19][CH:20]=[N:21][CH:22]=2)[CH:12]=1.[F:1][C:2]1[CH:10]=[CH:9][CH:8]=[C:7]2[C:3]=1[C:4]([NH2:29])=[N:5][C:6]2([C:23]1[CH:24]=[CH:25][N:26]=[CH:27][CH:28]=1)[C:11]1[CH:16]=[CH:15][CH:14]=[C:13]([C:17]2[CH:22]=[N:21][CH:20]=[N:19][CH:18]=2)[CH:12]=1, predict the reaction product. The product is: [F:1][C:2]1[CH:10]=[CH:9][CH:8]=[C:7]2[C:3]=1[C:4]([NH2:29])=[N:5][C:6]2([C:23]1[CH:24]=[CH:25][N:26]=[CH:27][CH:28]=1)[C:11]1[CH:16]=[CH:15][CH:14]=[C:13]([C:17]2[CH:22]=[N:21][CH:20]=[N:19][CH:18]=2)[CH:12]=1. (2) Given the reactants [C:1]([S:4][CH2:5][C:6]1[C@:7]2([CH2:24][CH2:23][C@H:22]3[C:12](=[CH:13][CH:14]=[C:15]4[C@:20]3([CH3:21])[C@@H:19]([O:25][Si:26]([C:29]([CH3:32])([CH3:31])[CH3:30])([CH3:28])[CH3:27])[CH2:18][C@H:17]([O:33][Si:34]([C:37]([CH3:40])([CH3:39])[CH3:38])([CH3:36])[CH3:35])[CH2:16]4)[C@@H:9]2[CH2:10][CH:11]=1)[CH3:8])(=O)[CH3:2].BrCC[CH2:44][CH2:45][C:46]([O:49][Si:50]([CH2:55][CH3:56])([CH2:53][CH3:54])[CH2:51][CH3:52])([CH3:48])[CH3:47].CO.[OH-].[K+], predict the reaction product. The product is: [Si:26]([O:25][C@@H:19]1[C@@:20]2([CH3:21])[C:15](=[CH:14][CH:13]=[C:12]3[C@@H:22]2[CH2:23][CH2:24][C@@:7]2([CH3:8])[C@H:9]3[CH2:10][CH:11]=[C:6]2[CH2:5][S:4][CH2:1][CH2:2][CH2:44][CH2:45][C:46]([O:49][Si:50]([CH2:55][CH3:56])([CH2:51][CH3:52])[CH2:53][CH3:54])([CH3:47])[CH3:48])[CH2:16][C@@H:17]([O:33][Si:34]([C:37]([CH3:39])([CH3:40])[CH3:38])([CH3:35])[CH3:36])[CH2:18]1)([C:29]([CH3:30])([CH3:32])[CH3:31])([CH3:27])[CH3:28].